This data is from NCI-60 drug combinations with 297,098 pairs across 59 cell lines. The task is: Regression. Given two drug SMILES strings and cell line genomic features, predict the synergy score measuring deviation from expected non-interaction effect. (1) Drug 1: CC1=C(C(=CC=C1)Cl)NC(=O)C2=CN=C(S2)NC3=CC(=NC(=N3)C)N4CCN(CC4)CCO. Drug 2: CN1C2=C(C=C(C=C2)N(CCCl)CCCl)N=C1CCCC(=O)O.Cl. Cell line: TK-10. Synergy scores: CSS=24.2, Synergy_ZIP=-3.09, Synergy_Bliss=4.05, Synergy_Loewe=-11.7, Synergy_HSA=0.756. (2) Synergy scores: CSS=33.7, Synergy_ZIP=-8.64, Synergy_Bliss=1.41, Synergy_Loewe=-2.91, Synergy_HSA=4.67. Drug 2: C1CN(CCN1C(=O)CCBr)C(=O)CCBr. Cell line: UACC62. Drug 1: C1=CC=C(C=C1)NC(=O)CCCCCCC(=O)NO. (3) Drug 1: CCCS(=O)(=O)NC1=C(C(=C(C=C1)F)C(=O)C2=CNC3=C2C=C(C=N3)C4=CC=C(C=C4)Cl)F. Drug 2: C1CNP(=O)(OC1)N(CCCl)CCCl. Cell line: OVCAR-5. Synergy scores: CSS=-2.88, Synergy_ZIP=3.04, Synergy_Bliss=-0.0944, Synergy_Loewe=-5.88, Synergy_HSA=-5.87. (4) Drug 1: C1=C(C(=O)NC(=O)N1)F. Drug 2: CCC1(CC2CC(C3=C(CCN(C2)C1)C4=CC=CC=C4N3)(C5=C(C=C6C(=C5)C78CCN9C7C(C=CC9)(C(C(C8N6C=O)(C(=O)OC)O)OC(=O)C)CC)OC)C(=O)OC)O.OS(=O)(=O)O. Cell line: UACC62. Synergy scores: CSS=28.4, Synergy_ZIP=-0.492, Synergy_Bliss=-0.649, Synergy_Loewe=0.534, Synergy_HSA=0.658. (5) Drug 1: CC1=C2C(C(=O)C3(C(CC4C(C3C(C(C2(C)C)(CC1OC(=O)C(C(C5=CC=CC=C5)NC(=O)C6=CC=CC=C6)O)O)OC(=O)C7=CC=CC=C7)(CO4)OC(=O)C)O)C)OC(=O)C. Drug 2: C1CN1C2=NC(=NC(=N2)N3CC3)N4CC4. Cell line: A549. Synergy scores: CSS=29.9, Synergy_ZIP=-1.97, Synergy_Bliss=-3.05, Synergy_Loewe=-3.78, Synergy_HSA=-1.35. (6) Cell line: NCI-H522. Drug 1: CC1=C(C=C(C=C1)NC2=NC=CC(=N2)N(C)C3=CC4=NN(C(=C4C=C3)C)C)S(=O)(=O)N.Cl. Drug 2: C1=CC(=CC=C1CC(C(=O)O)N)N(CCCl)CCCl.Cl. Synergy scores: CSS=14.9, Synergy_ZIP=0.875, Synergy_Bliss=2.84, Synergy_Loewe=-3.93, Synergy_HSA=2.60. (7) Drug 1: CC1=CC2C(CCC3(C2CCC3(C(=O)C)OC(=O)C)C)C4(C1=CC(=O)CC4)C. Drug 2: N.N.Cl[Pt+2]Cl. Cell line: TK-10. Synergy scores: CSS=-1.10, Synergy_ZIP=2.44, Synergy_Bliss=3.06, Synergy_Loewe=-1.90, Synergy_HSA=-1.49. (8) Drug 1: C1CCC(C1)C(CC#N)N2C=C(C=N2)C3=C4C=CNC4=NC=N3. Drug 2: CC1CCC2CC(C(=CC=CC=CC(CC(C(=O)C(C(C(=CC(C(=O)CC(OC(=O)C3CCCCN3C(=O)C(=O)C1(O2)O)C(C)CC4CCC(C(C4)OC)OCCO)C)C)O)OC)C)C)C)OC. Cell line: SK-MEL-28. Synergy scores: CSS=16.0, Synergy_ZIP=0.567, Synergy_Bliss=3.70, Synergy_Loewe=-8.20, Synergy_HSA=-0.152.